From a dataset of Forward reaction prediction with 1.9M reactions from USPTO patents (1976-2016). Predict the product of the given reaction. (1) Given the reactants [CH3:1][O:2][C:3]1[CH:10]=[CH:9][C:6]([C:7]#[N:8])=[CH:5][CH:4]=1.[ClH:11].[CH3:12][OH:13], predict the reaction product. The product is: [ClH:11].[CH3:1][O:2][C:3]1[CH:10]=[CH:9][C:6]([C:7](=[NH:8])[O:13][CH3:12])=[CH:5][CH:4]=1. (2) Given the reactants [C:1]([C:4]1[N:9]=[C:8]([C:10]2[CH2:15][CH2:14][C:13]([CH3:17])([CH3:16])[CH2:12][CH:11]=2)[C:7]([NH:18][C:19]([C:21]2[NH:22][C:23]([C:26]#[N:27])=[CH:24][N:25]=2)=[O:20])=[CH:6][CH:5]=1)(=[O:3])[CH3:2].[NH2:28][CH2:29][CH2:30]O, predict the reaction product. The product is: [CH3:16][C:13]1([CH3:17])[CH2:14][CH2:15][C:10]([C:8]2[C:7]([NH:18][C:19]([C:21]3[NH:25][CH:24]=[C:23]([C:26]#[N:27])[N:22]=3)=[O:20])=[CH:6][CH:5]=[C:4]([C:1]3([CH3:2])[NH:28][CH2:29][CH2:30][O:3]3)[N:9]=2)=[CH:11][CH2:12]1. (3) Given the reactants C([O:3][C:4]([C:6]1[S:10][C:9]([NH:11][C:12](=[O:26])[C:13]([NH:16][C:17](=[O:25])[C:18]2[CH:23]=[CH:22][C:21]([F:24])=[CH:20][CH:19]=2)([CH3:15])[CH3:14])=[N:8][C:7]=1[C:27]1[CH:32]=[CH:31][CH:30]=[CH:29][CH:28]=1)=[O:5])C.[OH-].[K+], predict the reaction product. The product is: [F:24][C:21]1[CH:20]=[CH:19][C:18]([C:17]([NH:16][C:13]([CH3:14])([CH3:15])[C:12]([NH:11][C:9]2[S:10][C:6]([C:4]([OH:5])=[O:3])=[C:7]([C:27]3[CH:32]=[CH:31][CH:30]=[CH:29][CH:28]=3)[N:8]=2)=[O:26])=[O:25])=[CH:23][CH:22]=1. (4) Given the reactants [N+:1]([C:4]1[CH:11]=[CH:10][C:7]([CH2:8]Br)=[CH:6][CH:5]=1)([O-:3])=[O:2].[S:12]([O-:15])([O-:14])=[O:13].[Na+:16].[Na+], predict the reaction product. The product is: [N+:1]([C:4]1[CH:11]=[CH:10][C:7]([CH2:8][S:12]([O-:15])(=[O:14])=[O:13])=[CH:6][CH:5]=1)([O-:3])=[O:2].[Na+:16].